Predict the product of the given reaction. From a dataset of Forward reaction prediction with 1.9M reactions from USPTO patents (1976-2016). (1) Given the reactants Br[CH2:2][CH2:3][CH2:4][CH2:5][O:6][C:7]1[CH:8]=[CH:9][C:10]2[C:14]([C:15]3[CH:20]=[CH:19][C:18]([F:21])=[CH:17][CH:16]=3)=[CH:13][S:12][C:11]=2[CH:22]=1.[CH3:23][O:24][CH2:25][CH2:26][NH:27][CH3:28], predict the reaction product. The product is: [F:21][C:18]1[CH:19]=[CH:20][C:15]([C:14]2[C:10]3[CH:9]=[CH:8][C:7]([O:6][CH2:5][CH2:4][CH2:3][CH2:2][N:27]([CH2:26][CH2:25][O:24][CH3:23])[CH3:28])=[CH:22][C:11]=3[S:12][CH:13]=2)=[CH:16][CH:17]=1. (2) Given the reactants [CH2:1]([O:3][C:4]([C@H:6]1[CH2:8][C@@H:7]1[C@:9]([NH2:16])([CH3:15])[C:10]([F:14])([F:13])[CH2:11][OH:12])=[O:5])[CH3:2].[N:17]#[C:18]Br.C(#N)C, predict the reaction product. The product is: [CH2:1]([O:3][C:4]([C@H:6]1[CH2:8][C@@H:7]1[C@:9]1([CH3:15])[C:10]([F:14])([F:13])[CH2:11][O:12][C:18]([NH2:17])=[N:16]1)=[O:5])[CH3:2]. (3) Given the reactants [CH3:1][N:2]1[C:6]([C:7]2[CH:8]=[C:9]([C:15]([O:17][CH3:18])=[O:16])[S:10][C:11]=2[CH2:12][CH2:13][CH3:14])=[CH:5][CH:4]=[N:3]1.[Br:19]N1C(=O)CCC1=O, predict the reaction product. The product is: [Br:19][C:5]1[CH:4]=[N:3][N:2]([CH3:1])[C:6]=1[C:7]1[CH:8]=[C:9]([C:15]([O:17][CH3:18])=[O:16])[S:10][C:11]=1[CH2:12][CH2:13][CH3:14]. (4) Given the reactants [CH3:1][O:2][C:3]([CH:5]1[CH2:14][C:13]2[C:8](=[CH:9][C:10]([O:17][CH3:18])=[C:11]([O:15][CH3:16])[CH:12]=2)[CH2:7][NH:6]1)=[O:4], predict the reaction product. The product is: [CH3:1][O:2][C:3]([C:5]1[N:6]=[CH:7][C:8]2[C:13]([CH:14]=1)=[CH:12][C:11]([O:15][CH3:16])=[C:10]([O:17][CH3:18])[CH:9]=2)=[O:4]. (5) Given the reactants B(O)O.[OH-].[Na+].[N+:6]([CH3:9])([O-:8])=[O:7].[CH:10]1([N:13]2[C:22]3[C:17](=[CH:18][C:19]([F:50])=[C:20]([N:23]4[CH2:28][CH2:27][N:26]([CH2:29][CH2:30][CH2:31][O:32][C:33]5[CH:38]=[CH:37][CH:36]=[C:35](C=O)[C:34]=5[B:41]5[O:45][C:44](C)(C)C(C)(C)[O:42]5)[CH2:25][CH2:24]4)[CH:21]=3)[C:16](=[O:51])[C:15]([C:52]([OH:54])=[O:53])=[CH:14]2)[CH2:12][CH2:11]1.Cl, predict the reaction product. The product is: [CH:10]1([N:13]2[C:22]3[C:17](=[CH:18][C:19]([F:50])=[C:20]([N:23]4[CH2:28][CH2:27][N:26]([CH2:29][CH2:30][CH2:31][O:32][C:33]5[C:34]6[B:41]([OH:42])[O:45][CH:44]([CH2:9][N+:6]([O-:8])=[O:7])[C:35]=6[CH:36]=[CH:37][CH:38]=5)[CH2:25][CH2:24]4)[CH:21]=3)[C:16](=[O:51])[C:15]([C:52]([OH:54])=[O:53])=[CH:14]2)[CH2:12][CH2:11]1. (6) Given the reactants Cl[C:2]1[C:11]2[C:6](=[CH:7][CH:8]=[CH:9][N:10]=2)[N:5]=[CH:4][CH:3]=1.[Cl:12][C:13]1[C:18]([NH:19][S:20]([C:23]2[CH:28]=[CH:27][C:26]([F:29])=[CH:25][CH:24]=2)(=[O:22])=[O:21])=[CH:17][C:16](B2OC(C)(C)C(C)(C)O2)=[CH:15][N:14]=1.C(=O)([O-])[O-].[Na+].[Na+].O1CCOCC1, predict the reaction product. The product is: [Cl:12][C:13]1[C:18]([NH:19][S:20]([C:23]2[CH:28]=[CH:27][C:26]([F:29])=[CH:25][CH:24]=2)(=[O:22])=[O:21])=[CH:17][C:16]([C:2]2[C:11]3[C:6](=[CH:7][CH:8]=[CH:9][N:10]=3)[N:5]=[CH:4][CH:3]=2)=[CH:15][N:14]=1.